From a dataset of Catalyst prediction with 721,799 reactions and 888 catalyst types from USPTO. Predict which catalyst facilitates the given reaction. (1) Reactant: [CH2:1]([OH:4])[CH2:2][OH:3].[CH3:5][O:6][C:7]1[CH:28]=[CH:27][C:10]([C:11](Cl)([C:20]2[CH:25]=[CH:24][CH:23]=[CH:22][CH:21]=2)[C:12]2[CH:17]=[CH:16][C:15]([O:18][CH3:19])=[CH:14][CH:13]=2)=[CH:9][CH:8]=1.C(N(CC)CC)C.O. Product: [CH3:19][O:18][C:15]1[CH:14]=[CH:13][C:12]([C:11]([C:10]2[CH:9]=[CH:8][C:7]([O:6][CH3:5])=[CH:28][CH:27]=2)([C:20]2[CH:25]=[CH:24][CH:23]=[CH:22][CH:21]=2)[O:3][CH2:2][CH2:1][OH:4])=[CH:17][CH:16]=1. The catalyst class is: 2. (2) Reactant: [Cl:1][C:2]1[CH:7]=[CH:6][N:5]=[C:4]2[N:8]([CH2:14][CH:15]3[CH2:19][CH2:18][CH2:17][O:16]3)[CH:9]=[C:10]([C:11]([OH:13])=O)[C:3]=12.[NH2:20][CH2:21][C@:22]1([OH:29])[CH2:27][CH2:26][CH2:25][C@H:24]([CH3:28])[CH2:23]1.N1(O)C2C=CC=CC=2N=N1.Cl.CN(C)CCCN=C=NCC. Product: [OH:29][C@@:22]1([CH2:21][NH:20][C:11]([C:10]2[C:3]3[C:4](=[N:5][CH:6]=[CH:7][C:2]=3[Cl:1])[N:8]([CH2:14][CH:15]3[CH2:19][CH2:18][CH2:17][O:16]3)[CH:9]=2)=[O:13])[CH2:27][CH2:26][CH2:25][C@H:24]([CH3:28])[CH2:23]1. The catalyst class is: 1. (3) The catalyst class is: 472. Reactant: Cl.SC1[NH:4][C:5](=[O:15])[C:6]2[C:12]([O:13][CH3:14])=[CH:11][N:10]=[CH:9][C:7]=2[N:8]=1.[C:16]([Cl:19])([Cl:18])=S. Product: [ClH:18].[Cl:19][C:16]1[N:4]=[C:5]([OH:15])[C:6]2[C:12]([O:13][CH3:14])=[CH:11][N:10]=[CH:9][C:7]=2[N:8]=1. (4) Reactant: [H-].[Na+].C(OC([N:13]1[CH2:18][CH2:17][CH2:16][CH:15]([NH:19][C:20]([O:22][C:23]([CH3:26])([CH3:25])[CH3:24])=[O:21])[CH2:14]1)=O)C1C=CC=CC=1.CI.[CH3:29]N(C)C=O. Product: [C:23]([O:22][C:20](=[O:21])[N:19]([CH3:29])[CH:15]1[CH2:16][CH2:17][CH2:18][NH:13][CH2:14]1)([CH3:24])([CH3:25])[CH3:26]. The catalyst class is: 63. (5) Reactant: C(OC([N:11]1[CH2:16][CH2:15][CH2:14][C@@H:13]([C:17](=[O:33])[NH:18][C:19]2[CH:24]=[C:23]([C:25]3[CH:30]=[CH:29][CH:28]=[CH:27][C:26]=3[O:31][CH3:32])[N:22]=[CH:21][N:20]=2)[CH2:12]1)=O)C1C=CC=CC=1. Product: [CH3:32][O:31][C:26]1[CH:27]=[CH:28][CH:29]=[CH:30][C:25]=1[C:23]1[N:22]=[CH:21][N:20]=[C:19]([NH:18][C:17]([C@@H:13]2[CH2:14][CH2:15][CH2:16][NH:11][CH2:12]2)=[O:33])[CH:24]=1. The catalyst class is: 293. (6) Reactant: C(N(CC)CC)C.[C:8]([O:11][C:12]1[C:21]([CH3:22])=[CH:20][C:19](I)=[CH:18][C:13]=1[C:14]([O:16][CH3:17])=[O:15])(=[O:10])[CH3:9].[CH2:24]([OH:27])[C:25]#[CH:26]. Product: [C:8]([O:11][C:12]1[C:21]([CH3:22])=[CH:20][C:19]([C:26]#[C:25][CH2:24][OH:27])=[CH:18][C:13]=1[C:14]([O:16][CH3:17])=[O:15])(=[O:10])[CH3:9]. The catalyst class is: 540. (7) Reactant: Br[C:2]1[CH:3]=[CH:4][C:5]([N:8]2[CH2:13][CH2:12][S:11][CH2:10][CH2:9]2)=[N:6][CH:7]=1.[C:14]([O:22][CH2:23][CH3:24])(=[O:21])[CH2:15][C:16]([O:18][CH2:19][CH3:20])=[O:17].C1(C2C=CC=CC=2)C=CC=CC=1P(C(C)(C)C)C(C)(C)C.C(O[Na])(C)(C)C. Product: [S:11]1[CH2:12][CH2:13][N:8]([C:5]2[N:6]=[CH:7][C:2]([CH:15]([C:16]([O:18][CH2:19][CH3:20])=[O:17])[C:14]([O:22][CH2:23][CH3:24])=[O:21])=[CH:3][CH:4]=2)[CH2:9][CH2:10]1. The catalyst class is: 222.